Dataset: Forward reaction prediction with 1.9M reactions from USPTO patents (1976-2016). Task: Predict the product of the given reaction. (1) Given the reactants OO.[N:3]1([CH2:9][CH2:10][CH2:11][NH:12][C:13]2[N:14]=[N+:15]([O-:26])[C:16]3[CH:22]=[C:21]4[O:23][CH2:24][CH2:25][C:20]4=[CH:19][C:17]=3[N:18]=2)[CH2:8][CH2:7][O:6][CH2:5][CH2:4]1.C(O)(C(F)(F)F)=[O:28], predict the reaction product. The product is: [N:3]1([CH2:9][CH2:10][CH2:11][NH:12][C:13]2[N:14]=[N+:15]([O-:26])[C:16]3[CH:22]=[C:21]4[O:23][CH2:24][CH2:25][C:20]4=[CH:19][C:17]=3[N+:18]=2[O-:28])[CH2:8][CH2:7][O:6][CH2:5][CH2:4]1. (2) Given the reactants Cl.[NH2:2][C@@H:3]1[CH2:8][CH2:7][C@H:6]([OH:9])[CH2:5][CH2:4]1.[C:10]1(=O)[CH2:15][CH2:14][CH2:13][CH2:12][CH2:11]1.[BH3-]C#N.[Na+].[BH4-].[Na+], predict the reaction product. The product is: [CH:10]1([NH:2][C@H:3]2[CH2:8][CH2:7][C@@H:6]([OH:9])[CH2:5][CH2:4]2)[CH2:15][CH2:14][CH2:13][CH2:12][CH2:11]1. (3) Given the reactants [F:1][C:2]1[N:7]=[C:6]([NH2:8])[CH:5]=[CH:4][CH:3]=1.[Cl:9][C:10](Cl)([Cl:14])[C:11](=O)[CH3:12], predict the reaction product. The product is: [Cl:9][CH:10]([Cl:14])[C:11]1[N:8]=[C:6]2[CH:5]=[CH:4][CH:3]=[C:2]([F:1])[N:7]2[CH:12]=1. (4) The product is: [Br:2]/[CH:3]=[CH:40]\[C:35]1[CH:34]=[CH:33][C:32]2[C:37](=[CH:38][CH:39]=[C:30]([F:29])[CH:31]=2)[N:36]=1. Given the reactants [Br-].[Br:2][CH2:3][P+](C1C=CC=CC=1)(C1C=CC=CC=1)C1C=CC=CC=1.CC(C)([O-])C.[K+].[F:29][C:30]1[CH:31]=[C:32]2[C:37](=[CH:38][CH:39]=1)[N:36]=[C:35]([CH:40]=O)[CH:34]=[CH:33]2, predict the reaction product. (5) Given the reactants CS(O[CH2:6][CH2:7][CH:8]([C:15]1[CH:20]=[C:19]([Br:21])[CH:18]=[CH:17][C:16]=1[O:22][CH2:23][C:24]1[CH:29]=[CH:28][CH:27]=[CH:26][CH:25]=1)[C:9]1[CH:14]=[CH:13][CH:12]=[CH:11][CH:10]=1)(=O)=O.[CH:30]([NH:33][CH:34]([CH3:36])[CH3:35])([CH3:32])[CH3:31], predict the reaction product. The product is: [CH:30]([N:33]([CH2:6][CH2:7][C@@H:8]([C:15]1[CH:20]=[C:19]([Br:21])[CH:18]=[CH:17][C:16]=1[O:22][CH2:23][C:24]1[CH:29]=[CH:28][CH:27]=[CH:26][CH:25]=1)[C:9]1[CH:14]=[CH:13][CH:12]=[CH:11][CH:10]=1)[CH:34]([CH3:36])[CH3:35])([CH3:32])[CH3:31].[CH:30]([N:33]([CH2:6][CH2:7][CH:8]([C:15]1[CH:20]=[C:19]([Br:21])[CH:18]=[CH:17][C:16]=1[O:22][CH2:23][C:24]1[CH:29]=[CH:28][CH:27]=[CH:26][CH:25]=1)[C:9]1[CH:14]=[CH:13][CH:12]=[CH:11][CH:10]=1)[CH:34]([CH3:36])[CH3:35])([CH3:32])[CH3:31]. (6) Given the reactants [CH3:1][C:2]1[O:6][C:5]([C:7]2[CH:12]=[CH:11][CH:10]=[CH:9][CH:8]=2)=[N:4][C:3]=1[CH2:13][O:14][C:15]1[CH:19]=[C:18]([C:20](OC)=[O:21])[O:17][N:16]=1.[H-].C([Al+]CC(C)C)C(C)C.Cl, predict the reaction product. The product is: [CH3:1][C:2]1[O:6][C:5]([C:7]2[CH:8]=[CH:9][CH:10]=[CH:11][CH:12]=2)=[N:4][C:3]=1[CH2:13][O:14][C:15]1[CH:19]=[C:18]([CH2:20][OH:21])[O:17][N:16]=1. (7) Given the reactants [NH2:1][C:2]1[CH:9]=[CH:8][CH:7]=[CH:6][C:3]=1[C:4]#[N:5].O=[C:11]([CH2:18][C:19]([O:21][CH2:22][CH3:23])=[O:20])[CH2:12][C:13]([O:15][CH2:16][CH3:17])=[O:14], predict the reaction product. The product is: [NH2:5][C:4]1[C:3]2[C:2](=[CH:9][CH:8]=[CH:7][CH:6]=2)[N:1]=[C:11]([CH2:12][C:13]([O:15][CH2:16][CH3:17])=[O:14])[C:18]=1[C:19]([O:21][CH2:22][CH3:23])=[O:20].